From a dataset of Catalyst prediction with 721,799 reactions and 888 catalyst types from USPTO. Predict which catalyst facilitates the given reaction. (1) The catalyst class is: 5. Product: [CH2:1]([S:7][CH2:8][C:9]1[CH:14]=[CH:13][C:12]([NH2:15])=[CH:11][CH:10]=1)[CH2:2][CH2:3][CH2:4][CH2:5][CH3:6]. Reactant: [CH2:1]([S:7][CH2:8][C:9]1[CH:14]=[CH:13][C:12]([N+:15]([O-])=O)=[CH:11][CH:10]=1)[CH2:2][CH2:3][CH2:4][CH2:5][CH3:6].O.[O-]S(S([O-])=O)=O.[Na+].[Na+]. (2) Reactant: C([O:3][C:4]([C:6]1[S:10][C:9]([C:11]2[CH:16]=[CH:15][CH:14]=[CH:13][CH:12]=2)=[N:8][C:7]=1[CH3:17])=O)C.[H-].[Al+3].[Li+].[H-].[H-].[H-].O.S([O-])([O-])(=O)=O.[Na+].[Na+]. Product: [CH3:17][C:7]1[N:8]=[C:9]([C:11]2[CH:16]=[CH:15][CH:14]=[CH:13][CH:12]=2)[S:10][C:6]=1[CH2:4][OH:3]. The catalyst class is: 56. (3) Reactant: [C:1]([O:5][C:6](=[O:19])[NH:7][C@@H:8]([C:11]1[CH:16]=[CH:15][C:14]([Cl:17])=[CH:13][C:12]=1[F:18])[CH2:9][CH3:10])([CH3:4])([CH3:3])[CH3:2].C([Li])CCC.C([Li])(CC)C.C(O[B:34]1[O:38][C:37]([CH3:40])([CH3:39])[C:36]([CH3:42])([CH3:41])[O:35]1)(C)C. Product: [C:1]([O:5][C:6](=[O:19])[NH:7][C@@H:8]([C:11]1[CH:16]=[CH:15][C:14]([Cl:17])=[C:13]([B:34]2[O:38][C:37]([CH3:40])([CH3:39])[C:36]([CH3:42])([CH3:41])[O:35]2)[C:12]=1[F:18])[CH2:9][CH3:10])([CH3:2])([CH3:3])[CH3:4]. The catalyst class is: 1.